From a dataset of Forward reaction prediction with 1.9M reactions from USPTO patents (1976-2016). Predict the product of the given reaction. (1) Given the reactants [Cl:1][C:2]1[C:11]2[CH:10]=[CH:9][C:8]([O:12][CH3:13])=[C:7]([OH:14])[C:6]=2[CH:5]=[CH:4][N:3]=1.C(=O)([O-])[O-].[K+].[K+].I[CH2:22][CH3:23], predict the reaction product. The product is: [Cl:1][C:2]1[C:11]2[C:6](=[C:7]([O:14][CH2:22][CH3:23])[C:8]([O:12][CH3:13])=[CH:9][CH:10]=2)[CH:5]=[CH:4][N:3]=1. (2) Given the reactants [C:1]([OH:5])([CH3:4])([CH3:3])C.[C:6]([CH2:9][C:10](=[O:12])[CH3:11])(=[O:8])[CH3:7].Br[CH2:14][C:15]1[CH:20]=[CH:19][CH:18]=[C:17]([CH2:21]Br)[CH:16]=1.[I-].[K+].[CH2:25]([O:27]CC)[CH3:26], predict the reaction product. The product is: [C:17]1([CH2:21][CH:3]([C:25](=[O:27])[CH3:26])[C:1](=[O:5])[CH3:4])[CH:18]=[CH:19][CH:20]=[C:15]([CH2:14][CH:9]([C:10](=[O:12])[CH3:11])[C:6](=[O:8])[CH3:7])[CH:16]=1. (3) Given the reactants [CH2:1]([O:8][C:9]1[CH:10]=[CH:11][C:12](Br)=[C:13]([CH3:15])[CH:14]=1)[C:2]1[CH:7]=[CH:6][CH:5]=[CH:4][CH:3]=1.[Cl-].[C:18]([O:22][C:23](=[O:26])[CH2:24][Zn+])([CH3:21])([CH3:20])[CH3:19].CC(C1C=C(C(C)C)C(C2C=CC=CC=2P(C2CCCCC2)C2CCCCC2)=C(C(C)C)C=1)C, predict the reaction product. The product is: [CH2:1]([O:8][C:9]1[CH:10]=[CH:11][C:12]([CH2:24][C:23]([O:22][C:18]([CH3:21])([CH3:20])[CH3:19])=[O:26])=[C:13]([CH3:15])[CH:14]=1)[C:2]1[CH:7]=[CH:6][CH:5]=[CH:4][CH:3]=1. (4) Given the reactants [OH:1][C:2]1[CH:7]=[CH:6][C:5]([C@@H:8]([N:10]2[CH2:15][C@@H:14]3[CH2:16][C@H:11]2[CH2:12][N:13]3[C:17]([C:19]2[CH:20]=[N:21][C:22]([C:25]([F:28])([F:27])[F:26])=[CH:23][CH:24]=2)=[O:18])[CH3:9])=[C:4]([CH3:29])[C:3]=1[CH3:30].[Si]([O:38][C:39]1[C:40](CCC)=C(S([O-])(=O)=O)C=C[C:44]=1C)(C(C)(C)C)(C)C, predict the reaction product. The product is: [CH3:30][C:3]1[C:4]([CH3:29])=[C:5]([C@@H:8]([N:10]2[CH2:15][C@@H:14]3[CH2:16][C@H:11]2[CH2:12][N:13]3[C:17]([C:19]2[CH:20]=[N:21][C:22]([C:25]([F:28])([F:27])[F:26])=[CH:23][CH:24]=2)=[O:18])[CH3:9])[CH:6]=[CH:7][C:2]=1[O:1][CH2:44][C@H:39]([OH:38])[CH3:40]. (5) The product is: [Br:1][C:2]1[C:7]2[C:8]([CH:11]=[O:12])=[CH:9][S:10][C:6]=2[CH:5]=[CH:4][CH:3]=1. Given the reactants [Br:1][C:2]1[C:7]2[CH:8]=[CH:9][S:10][C:6]=2[CH:5]=[CH:4][CH:3]=1.[CH3:11][O:12]C(Cl)Cl.C([O-])(O)=O.[Na+], predict the reaction product. (6) Given the reactants C(OC([NH:8][C@@H:9]([C:11]1[C:12]([F:46])=[C:13]([C:17]2[CH:22]=[C:21]([NH:23][CH2:24][CH:25]3[CH2:27][C:26]3([F:29])[F:28])[CH:20]=[C:19]([CH2:30][O:31][C:32]3[CH:37]=[CH:36][CH:35]=[CH:34][C:33]=3[CH2:38][C:39]([O:41]C(C)(C)C)=[O:40])[CH:18]=2)[CH:14]=[CH:15][CH:16]=1)[CH3:10])=O)(C)(C)C.Cl, predict the reaction product. The product is: [NH2:8][C@@H:9]([C:11]1[C:12]([F:46])=[C:13]([C:17]2[CH:22]=[C:21]([NH:23][CH2:24][CH:25]3[CH2:27][C:26]3([F:29])[F:28])[CH:20]=[C:19]([CH2:30][O:31][C:32]3[CH:37]=[CH:36][CH:35]=[CH:34][C:33]=3[CH2:38][C:39]([OH:41])=[O:40])[CH:18]=2)[CH:14]=[CH:15][CH:16]=1)[CH3:10]. (7) Given the reactants [C:1]([O:5][C:6]([N:8]1[CH2:13][CH2:12][CH:11]([C:14]([OH:16])=O)[CH2:10][CH2:9]1)=[O:7])([CH3:4])([CH3:3])[CH3:2].Cl.[C:18]1([CH2:24][CH2:25][CH2:26][CH:27]([NH2:37])[CH2:28][CH2:29][CH2:30][C:31]2[CH:36]=[CH:35][CH:34]=[CH:33][CH:32]=2)[CH:23]=[CH:22][CH:21]=[CH:20][CH:19]=1.C(N(CC)CC)C.Cl.CN(C)CCCN=C=NCC, predict the reaction product. The product is: [C:1]([O:5][C:6]([N:8]1[CH2:9][CH2:10][CH:11]([C:14](=[O:16])[NH:37][CH:27]([CH2:26][CH2:25][CH2:24][C:18]2[CH:19]=[CH:20][CH:21]=[CH:22][CH:23]=2)[CH2:28][CH2:29][CH2:30][C:31]2[CH:32]=[CH:33][CH:34]=[CH:35][CH:36]=2)[CH2:12][CH2:13]1)=[O:7])([CH3:2])([CH3:3])[CH3:4].